From a dataset of Catalyst prediction with 721,799 reactions and 888 catalyst types from USPTO. Predict which catalyst facilitates the given reaction. (1) Reactant: [BH4-].[Na+].[CH3:3][O:4][C:5](=[S:26])[NH:6][CH2:7][C:8]1[N:9]=[N:10][N:11]([C:13]2[CH:18]=[CH:17][C:16]([N:19]3[CH:23]=[CH:22][C:21]([CH:24]=[O:25])=[CH:20]3)=[CH:15][CH:14]=2)[CH:12]=1. Product: [CH3:3][O:4][C:5](=[S:26])[NH:6][CH2:7][C:8]1[N:9]=[N:10][N:11]([C:13]2[CH:14]=[CH:15][C:16]([N:19]3[CH:23]=[CH:22][C:21]([CH2:24][OH:25])=[CH:20]3)=[CH:17][CH:18]=2)[CH:12]=1. The catalyst class is: 5. (2) Reactant: [OH:1][C:2]1[CH:7]=[CH:6][C:5]([NH:8][C:9](=[O:15])[O:10][C:11]([CH3:14])([CH3:13])[CH3:12])=[CH:4][CH:3]=1.Cl[C:17]1[CH:18]=[CH:19][C:20]([N+:25]([O-:27])=[O:26])=[C:21]([CH:24]=1)[C:22]#[N:23].C([O-])([O-])=O.[K+].[K+].C1OCCOCCOCCOCCOCCOC1. Product: [C:22]([C:21]1[CH:24]=[C:17]([CH:18]=[CH:19][C:20]=1[N+:25]([O-:27])=[O:26])[O:1][C:2]1[CH:3]=[CH:4][C:5]([NH:8][C:9](=[O:15])[O:10][C:11]([CH3:12])([CH3:14])[CH3:13])=[CH:6][CH:7]=1)#[N:23]. The catalyst class is: 3. (3) Reactant: C([O:5][C:6](=[O:28])[CH2:7][N:8]1[C:12]2[CH:13]=[CH:14][C:15]([NH:17][C:18]([O:20][C:21]([CH3:24])([CH3:23])[CH3:22])=[O:19])=[CH:16][C:11]=2[N:10]=[C:9]1[CH2:25][CH2:26][CH3:27])(C)(C)C.[OH-].[Na+]. Product: [C:21]([O:20][C:18]([NH:17][C:15]1[CH:14]=[CH:13][C:12]2[N:8]([CH2:7][C:6]([OH:28])=[O:5])[C:9]([CH2:25][CH2:26][CH3:27])=[N:10][C:11]=2[CH:16]=1)=[O:19])([CH3:22])([CH3:23])[CH3:24]. The catalyst class is: 511. (4) Reactant: C(OC(=O)[NH:7][CH:8]([C:16](=[O:39])[NH:17][CH:18]([CH2:29][C:30]1[CH:35]=[C:34]([F:36])[C:33]([F:37])=[CH:32][C:31]=1[F:38])[CH2:19][C:20]([N:22]1[CH2:26][CH2:25][CH2:24][CH:23]1[C:27]#[N:28])=[O:21])[CH2:9][C:10]1[CH:15]=[CH:14][CH:13]=[CH:12][CH:11]=1)(C)(C)C.[F:41][C:42]([F:47])([F:46])[C:43]([OH:45])=[O:44]. The catalyst class is: 4. Product: [F:41][C:42]([F:47])([F:46])[C:43]([OH:45])=[O:44].[NH2:7][CH:8]([CH2:9][C:10]1[CH:15]=[CH:14][CH:13]=[CH:12][CH:11]=1)[C:16]([NH:17][CH:18]([CH2:29][C:30]1[CH:35]=[C:34]([F:36])[C:33]([F:37])=[CH:32][C:31]=1[F:38])[CH2:19][C:20]([N:22]1[CH2:26][CH2:25][CH2:24][CH:23]1[C:27]#[N:28])=[O:21])=[O:39].